Dataset: Aqueous solubility values for 9,982 compounds from the AqSolDB database. Task: Regression/Classification. Given a drug SMILES string, predict its absorption, distribution, metabolism, or excretion properties. Task type varies by dataset: regression for continuous measurements (e.g., permeability, clearance, half-life) or binary classification for categorical outcomes (e.g., BBB penetration, CYP inhibition). For this dataset (solubility_aqsoldb), we predict Y. (1) The compound is Cc1oc(C(O)C(O)C(O)CO)cc1C(=O)O. The Y is -1.28 log mol/L. (2) The molecule is Nc1cccc2cc(S(=O)(=O)O)ccc12. The Y is -2.24 log mol/L. (3) The Y is -3.03 log mol/L. The compound is CCOC(=O)Cc1[nH]nc2ccc(Cl)cc12. (4) The molecule is C=CCC/C=C\C/C=C\CCCCCCc1cccc(O)c1.CCCC/C=C\C/C=C\CCCCCCc1cccc(O)c1.CCCCCCC/C=C\CCCCCCc1cccc(O)c1.CCCCCCCCCCCCCCCc1cccc(O)c1. The Y is -6.60 log mol/L. (5) The drug is O=C=Nc1ccc(OP(=S)(Oc2ccc(N=C=O)cc2)Oc2ccc(N=C=O)cc2)cc1. The Y is -6.49 log mol/L. (6) The drug is CCCOc1ccc2c(c1)C(c1ccc(OC)cc1OCC(=O)O)C(C(=O)O)C2c1ccc2c(c1)OCO2. The Y is -6.77 log mol/L. (7) The molecule is Cc1ccn[nH]1. The Y is 1.09 log mol/L.